Task: Predict the reaction yield, written as a fraction of the theoretical maximum amount of product (1.0 means a 100% yield; for example, 0.34 means a 34% yield).. Dataset: Reaction yield outcomes from USPTO patents with 853,638 reactions (1) The reactants are [CH:1]([N:4]1[C:9]2=[N:10][C:11]([NH:14][C:15]3[CH:20]=[CH:19][C:18]([N:21]4[CH:25]=[CH:24][CH:23]=[N:22]4)=[CH:17][CH:16]=3)=[N:12][CH:13]=[C:8]2[CH2:7][NH:6][C:5]1=[O:26])([CH3:3])[CH3:2].FC(F)(F)C(O)=O.CC(C)([O-])C.[K+]. The catalyst is O1CCCC1. The product is [CH:1]([N:4]1[C:9]2=[N:10][C:11]([NH:14][C:15]3[CH:16]=[CH:17][C:18]([N:21]4[CH:25]=[CH:24][CH:23]=[N:22]4)=[CH:19][CH:20]=3)=[N:12][CH:13]=[C:8]2[CH:7]=[N:6][C:5]1=[O:26])([CH3:3])[CH3:2]. The yield is 0.730. (2) The reactants are [CH3:1][O:2][C:3]1[CH:4]=[C:5]2[C:11]([C:12]([O:14][CH3:15])=[O:13])=[N:10][N:9](COCC[Si](C)(C)C)[C:6]2=[N:7][CH:8]=1.Cl. No catalyst specified. The product is [CH3:1][O:2][C:3]1[CH:4]=[C:5]2[C:11]([C:12]([O:14][CH3:15])=[O:13])=[N:10][NH:9][C:6]2=[N:7][CH:8]=1. The yield is 0.920. (3) The reactants are [C:1]1([CH:7]2[CH2:13][CH2:12][C:11](=[O:14])[O:10][C:8]2=[O:9])[CH:6]=[CH:5][CH:4]=[CH:3][CH:2]=1.S(=O)(=O)(O)O.[CH3:20]O.O. The catalyst is [Cl-].[Na+].O. The product is [CH3:20][O:10][C:8]([CH:7]1[C:1]2[C:2](=[CH:3][CH:4]=[CH:5][CH:6]=2)[C:11](=[O:14])[CH2:12][CH2:13]1)=[O:9]. The yield is 0.800. (4) The reactants are [CH2:1]([O:8][C:9]1[CH:10]=[CH:11][C:12]([C:20](=[O:23])[CH2:21][Br:22])=[C:13]2[C:18]=1[NH:17][C:16](=[O:19])[CH:15]=[CH:14]2)[C:2]1[CH:7]=[CH:6][CH:5]=[CH:4][CH:3]=1.O1CCCC1.B.CO. The catalyst is C1(C)C=CC=CC=1. The product is [CH2:1]([O:8][C:9]1[CH:10]=[CH:11][C:12]([C@@H:20]([OH:23])[CH2:21][Br:22])=[C:13]2[C:18]=1[NH:17][C:16](=[O:19])[CH:15]=[CH:14]2)[C:2]1[CH:3]=[CH:4][CH:5]=[CH:6][CH:7]=1. The yield is 0.810. (5) The reactants are FC(F)(F)C1C=CC=C(C(F)(F)F)C=1.[Br:15][C:16]1[CH:17]=[C:18]([CH:22]=[CH:23][C:24]=1[O:25][C:26]([F:29])([F:28])[F:27])[C:19](Cl)=[O:20].[H][H]. The catalyst is O. The product is [Br:15][C:16]1[CH:17]=[C:18]([CH:22]=[CH:23][C:24]=1[O:25][C:26]([F:27])([F:28])[F:29])[CH:19]=[O:20]. The yield is 0.740. (6) The reactants are [C:1]([C:5]1[CH:6]=[C:7]([C:11]2([NH:22][C:23](=[O:29])[O:24][C:25]([CH3:28])([CH3:27])[CH3:26])[CH2:16][CH2:15][C:14](=O)/[C:13](=[CH:18]/[N:19](C)C)/[CH2:12]2)[CH:8]=[CH:9][CH:10]=1)([CH3:4])([CH3:3])[CH3:2].O.[NH2:31]N. The catalyst is C(O)C. The product is [C:1]([C:5]1[CH:6]=[C:7]([C:11]2([NH:22][C:23](=[O:29])[O:24][C:25]([CH3:26])([CH3:27])[CH3:28])[CH2:16][CH2:15][C:14]3[C:13](=[CH:18][NH:19][N:31]=3)[CH2:12]2)[CH:8]=[CH:9][CH:10]=1)([CH3:3])([CH3:2])[CH3:4]. The yield is 0.670. (7) The reactants are [Cl:1][C:2]1[CH:7]=[CH:6][C:5]([O:8][C:9]2[CH:14]=[CH:13][C:12]([CH2:15][CH2:16][OH:17])=[CH:11][CH:10]=2)=[CH:4][C:3]=1[C:18]([F:21])([F:20])[F:19].[N:22]#[C:23][NH2:24].[F:25][C:26]([F:32])([F:31])[S:27]([OH:30])(=[O:29])=[O:28]. The catalyst is C1COCC1. The product is [OH:30][S:27]([C:26]([F:32])([F:31])[F:25])(=[O:29])=[O:28].[C:23](=[NH:22])([O:17][CH2:16][CH2:15][C:12]1[CH:11]=[CH:10][C:9]([O:8][C:5]2[CH:6]=[CH:7][C:2]([Cl:1])=[C:3]([C:18]([F:19])([F:20])[F:21])[CH:4]=2)=[CH:14][CH:13]=1)[NH2:24]. The yield is 0.628.